This data is from NCI-60 drug combinations with 297,098 pairs across 59 cell lines. The task is: Regression. Given two drug SMILES strings and cell line genomic features, predict the synergy score measuring deviation from expected non-interaction effect. (1) Drug 1: CC12CCC3C(C1CCC2O)C(CC4=C3C=CC(=C4)O)CCCCCCCCCS(=O)CCCC(C(F)(F)F)(F)F. Drug 2: C1=NC(=NC(=O)N1C2C(C(C(O2)CO)O)O)N. Cell line: UO-31. Synergy scores: CSS=25.0, Synergy_ZIP=-6.49, Synergy_Bliss=0.667, Synergy_Loewe=-18.1, Synergy_HSA=-4.95. (2) Drug 1: COC1=CC(=CC(=C1O)OC)C2C3C(COC3=O)C(C4=CC5=C(C=C24)OCO5)OC6C(C(C7C(O6)COC(O7)C8=CC=CS8)O)O. Drug 2: C1CCC(CC1)NC(=O)N(CCCl)N=O. Cell line: SK-MEL-2. Synergy scores: CSS=51.6, Synergy_ZIP=-3.67, Synergy_Bliss=-0.437, Synergy_Loewe=-16.5, Synergy_HSA=1.53.